Dataset: Full USPTO retrosynthesis dataset with 1.9M reactions from patents (1976-2016). Task: Predict the reactants needed to synthesize the given product. (1) Given the product [CH3:36][N:27]([S:28]([C:31]1[S:32][CH:33]=[CH:34][CH:35]=1)(=[O:30])=[O:29])[C:21]1[CH:22]=[CH:23][CH:24]=[C:25]2[C:20]=1[NH:19][C:18]([C:16]1[S:17][C:13]([CH2:12][N:9]3[CH2:8][CH2:7][N:6]([CH2:5][C:4]([OH:37])=[O:3])[CH2:11][CH2:10]3)=[CH:14][N:15]=1)=[CH:26]2, predict the reactants needed to synthesize it. The reactants are: C([O:3][C:4](=[O:37])[CH2:5][N:6]1[CH2:11][CH2:10][N:9]([CH2:12][C:13]2[S:17][C:16]([C:18]3[NH:19][C:20]4[C:25]([CH:26]=3)=[CH:24][CH:23]=[CH:22][C:21]=4[N:27]([CH3:36])[S:28]([C:31]3[S:32][CH:33]=[CH:34][CH:35]=3)(=[O:30])=[O:29])=[N:15][CH:14]=2)[CH2:8][CH2:7]1)C.O1CCCC1.[OH-].[Na+].[Cl-].[NH4+]. (2) Given the product [C:1]1([S:7]([C:10]2[C:18]3[C:13](=[CH:14][CH:15]=[C:16]([O:19][CH2:20][CH2:21][NH:36][CH:33]4[CH2:35][CH2:34]4)[CH:17]=3)[NH:12][N:11]=2)(=[O:8])=[O:9])[CH:6]=[CH:5][CH:4]=[CH:3][CH:2]=1, predict the reactants needed to synthesize it. The reactants are: [C:1]1([S:7]([C:10]2[C:18]3[C:13](=[CH:14][CH:15]=[C:16]([O:19][CH2:20][CH2:21]OS(C4C=CC(C)=CC=4)(=O)=O)[CH:17]=3)[NH:12][N:11]=2)(=[O:9])=[O:8])[CH:6]=[CH:5][CH:4]=[CH:3][CH:2]=1.[CH:33]1([NH2:36])[CH2:35][CH2:34]1. (3) Given the product [F:1][C:2]1[CH:10]=[CH:9][CH:8]=[C:7]2[C:3]=1[C:4]([CH2:40][C:39]1[CH:43]=[CH:44][C:36]([O:35][CH3:34])=[CH:37][CH:38]=1)=[CH:5][N:6]2[C@@H:11]1[O:28][C@H:27]([CH2:29][OH:30])[C@@H:22]([OH:23])[C@H:17]([OH:18])[C@H:12]1[OH:13], predict the reactants needed to synthesize it. The reactants are: [F:1][C:2]1[CH:10]=[CH:9][CH:8]=[C:7]2[C:3]=1[CH:4]=[CH:5][N:6]2[C@@H:11]1[O:28][C@H:27]([CH2:29][O:30]C(=O)C)[C@@H:22]([O:23]C(=O)C)[C@H:17]([O:18]C(=O)C)[C@H:12]1[O:13]C(=O)C.[CH3:34][O:35][C:36]1[CH:44]=[CH:43][C:39]([C:40](Cl)=O)=[CH:38][CH:37]=1. (4) Given the product [O:1]1[CH2:6][CH2:5][O:4][CH2:3][CH:2]1[CH:7](/[N:9]=[C:22](\[CH3:23])/[CH:17]([C:12]1[CH:13]=[CH:14][CH:15]=[CH:16][C:11]=1[Br:10])[C:18]([O:20][CH3:21])=[O:19])[CH3:8], predict the reactants needed to synthesize it. The reactants are: [O:1]1[CH2:6][CH2:5][O:4][CH2:3][CH:2]1[CH:7]([NH2:9])[CH3:8].[Br:10][C:11]1[CH:16]=[CH:15][CH:14]=[CH:13][C:12]=1[CH:17]([C:22](=O)[CH3:23])[C:18]([O:20][CH3:21])=[O:19].C(O)(=O)C.